This data is from Full USPTO retrosynthesis dataset with 1.9M reactions from patents (1976-2016). The task is: Predict the reactants needed to synthesize the given product. (1) The reactants are: [OH-].[Li+].[Cl:3][C:4]1[C:12]2[C:7](=[CH:8][CH:9]=[C:10]([NH:13][C:14]([O:16][C:17]([CH3:20])([CH3:19])[CH3:18])=[O:15])[CH:11]=2)[NH:6][C:5]=1[C:21]([O:23]CC)=[O:22].CO.O. Given the product [Cl:3][C:4]1[C:12]2[C:7](=[CH:8][CH:9]=[C:10]([NH:13][C:14]([O:16][C:17]([CH3:20])([CH3:18])[CH3:19])=[O:15])[CH:11]=2)[NH:6][C:5]=1[C:21]([OH:23])=[O:22], predict the reactants needed to synthesize it. (2) Given the product [CH3:1][O:2][C:3]1[C:12]2[C:7](=[CH:8][CH:9]=[CH:10][CH:11]=2)[CH:6]=[N:5][C:4]=1[N+:13]([O-:15])=[O:14], predict the reactants needed to synthesize it. The reactants are: [CH3:1][O:2][C:3]1[C:12]2[C:7](=[CH:8][CH:9]=[CH:10][CH:11]=2)[CH:6]=[N:5][CH:4]=1.[N+:13]([O-])([O-:15])=[O:14].[K+]. (3) Given the product [CH2:1]([O:3][C:4]([C:6]1[N:7]2[N:13]=[C:12]([C:14]3[CH:19]=[CH:18][CH:17]=[C:16]([NH2:20])[CH:15]=3)[C:11]([C:23]3[CH:24]=[CH:25][N:26]=[CH:27][CH:28]=3)=[C:8]2[S:9][CH:10]=1)=[O:5])[CH3:2], predict the reactants needed to synthesize it. The reactants are: [CH2:1]([O:3][C:4]([C:6]1[N:7]2[N:13]=[C:12]([C:14]3[CH:19]=[CH:18][CH:17]=[C:16]([N+:20]([O-])=O)[CH:15]=3)[C:11]([C:23]3[CH:28]=[CH:27][N:26]=[CH:25][CH:24]=3)=[C:8]2[S:9][CH:10]=1)=[O:5])[CH3:2].[Cl-].[NH4+].C([O-])(O)=O.[Na+]. (4) The reactants are: [Cl:1][C:2]1[CH:11]=[CH:10][C:5]([C:6]([O:8]C)=[O:7])=[CH:4][C:3]=1[C:12]1[O:16][N:15]=[C:14]([CH2:17][N:18]2[C:26]3[C:21](=[C:22]([C:29]([F:32])([F:31])[F:30])[C:23]([C:27]#[N:28])=[CH:24][CH:25]=3)[CH:20]=[C:19]2[CH2:33][CH2:34][CH3:35])[N:13]=1.O[Li].O.O.Cl. Given the product [Cl:1][C:2]1[CH:11]=[CH:10][C:5]([C:6]([OH:8])=[O:7])=[CH:4][C:3]=1[C:12]1[O:16][N:15]=[C:14]([CH2:17][N:18]2[C:26]3[C:21](=[C:22]([C:29]([F:31])([F:30])[F:32])[C:23]([C:27]#[N:28])=[CH:24][CH:25]=3)[CH:20]=[C:19]2[CH2:33][CH2:34][CH3:35])[N:13]=1, predict the reactants needed to synthesize it. (5) Given the product [CH2:1]([C@@H:3]([C:9]1[CH:14]=[CH:13][CH:12]=[C:11]([O:15][CH2:16][C:17]2[CH:22]=[CH:21][CH:20]=[CH:19][CH:18]=2)[CH:10]=1)[C@@H:4]([CH3:8])[C:5]([N:31]([CH3:32])[CH3:30])=[O:6])[CH3:2], predict the reactants needed to synthesize it. The reactants are: [CH2:1]([C@@H:3]([C:9]1[CH:14]=[CH:13][CH:12]=[C:11]([O:15][CH2:16][C:17]2[CH:22]=[CH:21][CH:20]=[CH:19][CH:18]=2)[CH:10]=1)[C@@H:4]([CH3:8])[C:5](O)=[O:6])[CH3:2].C(Cl)(=O)C(Cl)=O.Cl.[CH3:30][NH:31][CH3:32].C(N(CC)CC)C.Cl. (6) Given the product [OH:33][CH:34]1[CH2:41][CH:40]2[CH:36]([CH2:37][CH:6]([NH:7][CH2:8][C:9]([N:11]3[CH2:15][CH2:14][CH2:13][CH:12]3[C:16]#[N:17])=[O:10])[CH2:39]2)[CH2:35]1, predict the reactants needed to synthesize it. The reactants are: C(O[C:6](=O)[NH:7][CH2:8][C:9]([N:11]1[CH2:15][CH2:14][CH2:13][CH:12]1[C:16]#[N:17])=[O:10])(C)(C)C.FC(F)(F)C(O)=O.C(N(CC)CC)C.[OH:33][CH:34]1[CH2:41][CH:40]2[CH:36]([CH2:37]C(=O)[CH2:39]2)[CH2:35]1.C(O[BH-](OC(=O)C)OC(=O)C)(=O)C.[Na+]. (7) Given the product [F:11][C:6]1[CH:7]=[CH:8][CH:9]=[CH:10][C:5]=1[C:3]1[N:12]=[C:13]([CH2:14][N:15]([CH3:23])[C:16](=[O:22])[O:17][C:18]([CH3:19])([CH3:20])[CH3:21])[S:24][CH:2]=1, predict the reactants needed to synthesize it. The reactants are: Br[CH2:2][C:3]([C:5]1[CH:10]=[CH:9][CH:8]=[CH:7][C:6]=1[F:11])=O.[NH2:12][C:13](=[S:24])[CH2:14][N:15]([CH3:23])[C:16](=[O:22])[O:17][C:18]([CH3:21])([CH3:20])[CH3:19].C(=O)([O-])O.[Na+].